From a dataset of CYP1A2 inhibition data for predicting drug metabolism from PubChem BioAssay. Regression/Classification. Given a drug SMILES string, predict its absorption, distribution, metabolism, or excretion properties. Task type varies by dataset: regression for continuous measurements (e.g., permeability, clearance, half-life) or binary classification for categorical outcomes (e.g., BBB penetration, CYP inhibition). Dataset: cyp1a2_veith. The compound is CC1=NN(c2ccc(C)cc2C)C(=O)C1C(c1ccccc1)C1C(=O)N(c2ccc(C)cc2C)N=C1C. The result is 0 (non-inhibitor).